From a dataset of Forward reaction prediction with 1.9M reactions from USPTO patents (1976-2016). Predict the product of the given reaction. Given the reactants [Br:1][C:2]1[CH:3]=[C:4]2[C:11](=[CH:12][CH:13]=1)[O:10][CH2:9][C:6]1([CH2:8][CH2:7]1)[C:5]2([NH:19][C:20]([NH:22]C(=O)C1C=CC=CC=1)=[S:21])[C:14]([F:18])([F:17])[CH2:15][OH:16].CN, predict the reaction product. The product is: [Br:1][C:2]1[CH:3]=[C:4]2[C:11](=[CH:12][CH:13]=1)[O:10][CH2:9][C:6]1([CH2:7][CH2:8]1)[C:5]2([NH:19][C:20]([NH2:22])=[S:21])[C:14]([F:18])([F:17])[CH2:15][OH:16].